From a dataset of Forward reaction prediction with 1.9M reactions from USPTO patents (1976-2016). Predict the product of the given reaction. (1) Given the reactants C[Al](C)C.[CH:5]1([NH2:8])[CH2:7][CH2:6]1.C[O:10][C:11](=O)[C:12]1[CH:17]=[CH:16][C:15]([O:18][CH2:19][C:20]2[C:21]([C:26]3[CH:31]=[CH:30][CH:29]=[C:28]([F:32])[CH:27]=3)=[N:22][O:23][C:24]=2[CH3:25])=[N:14][CH:13]=1.O, predict the reaction product. The product is: [CH:5]1([NH:8][C:11](=[O:10])[C:12]2[CH:17]=[CH:16][C:15]([O:18][CH2:19][C:20]3[C:21]([C:26]4[CH:31]=[CH:30][CH:29]=[C:28]([F:32])[CH:27]=4)=[N:22][O:23][C:24]=3[CH3:25])=[N:14][CH:13]=2)[CH2:7][CH2:6]1. (2) Given the reactants [CH2:1]([N:8]([CH2:28][C:29]([O:31]CC1C=CC=CC=1)=O)[C:9](=[O:27])[C@H:10]([NH:19]C(OC(C)(C)C)=O)[CH2:11][C:12]1[CH:17]=[CH:16][C:15]([F:18])=[CH:14][CH:13]=1)[C:2]1[CH:7]=[CH:6][CH:5]=[CH:4][CH:3]=1.Cl, predict the reaction product. The product is: [CH2:1]([N:8]1[CH2:28][C:29](=[O:31])[NH:19][C@H:10]([CH2:11][C:12]2[CH:13]=[CH:14][C:15]([F:18])=[CH:16][CH:17]=2)[C:9]1=[O:27])[C:2]1[CH:3]=[CH:4][CH:5]=[CH:6][CH:7]=1. (3) Given the reactants [H-].[Na+].[Cl:3][C:4]1[N:9]=[C:8]([CH2:10][S:11]([CH:14]2[CH2:16][CH2:15]2)(=[O:13])=[O:12])[CH:7]=[C:6]([N:17]2[CH2:22][CH2:21][O:20][CH2:19][C@@H:18]2[CH3:23])[N:5]=1.Cl.[CH2:25]([N:32]([CH2:36][CH2:37]Cl)[CH2:33][CH2:34]Cl)[C:26]1[CH:31]=[CH:30][CH:29]=[CH:28][CH:27]=1, predict the reaction product. The product is: [CH2:25]([N:32]1[CH2:36][CH2:37][C:10]([C:8]2[CH:7]=[C:6]([N:17]3[CH2:22][CH2:21][O:20][CH2:19][C@@H:18]3[CH3:23])[N:5]=[C:4]([Cl:3])[N:9]=2)([S:11]([CH:14]2[CH2:16][CH2:15]2)(=[O:13])=[O:12])[CH2:34][CH2:33]1)[C:26]1[CH:31]=[CH:30][CH:29]=[CH:28][CH:27]=1. (4) Given the reactants [CH3:1][C:2]1[O:6][C:5]([C:7]2[CH:16]=[CH:15][C:10]([C:11]([O:13]C)=[O:12])=[CH:9][CH:8]=2)=[N:4][C:3]=1[CH2:17][S:18]([C:21]1[CH:26]=[CH:25][C:24]([CH2:27][CH2:28][CH2:29][N:30]2[CH2:35][CH2:34][O:33][CH2:32][CH2:31]2)=[CH:23][CH:22]=1)(=[O:20])=[O:19].[ClH:36], predict the reaction product. The product is: [ClH:36].[CH3:1][C:2]1[O:6][C:5]([C:7]2[CH:16]=[CH:15][C:10]([C:11]([OH:13])=[O:12])=[CH:9][CH:8]=2)=[N:4][C:3]=1[CH2:17][S:18]([C:21]1[CH:26]=[CH:25][C:24]([CH2:27][CH2:28][CH2:29][N:30]2[CH2:31][CH2:32][O:33][CH2:34][CH2:35]2)=[CH:23][CH:22]=1)(=[O:19])=[O:20]. (5) Given the reactants [CH:1]1([CH2:4][N:5]([CH2:18][CH2:19][CH2:20][OH:21])[C:6]2[CH:13]=[CH:12][C:9]([C:10]#[N:11])=[C:8]([C:14]([F:17])([F:16])[F:15])[CH:7]=2)[CH2:3][CH2:2]1.[C:22]([NH:25][C:26]1[CH:31]=[CH:30][C:29](O)=[CH:28][CH:27]=1)(=[O:24])[CH3:23], predict the reaction product. The product is: [C:10]([C:9]1[CH:12]=[CH:13][C:6]([N:5]([CH2:4][CH:1]2[CH2:2][CH2:3]2)[CH2:18][CH2:19][CH2:20][O:21][C:29]2[CH:30]=[CH:31][C:26]([NH:25][C:22](=[O:24])[CH3:23])=[CH:27][CH:28]=2)=[CH:7][C:8]=1[C:14]([F:16])([F:17])[F:15])#[N:11].